Dataset: Catalyst prediction with 721,799 reactions and 888 catalyst types from USPTO. Task: Predict which catalyst facilitates the given reaction. (1) Reactant: Cl[CH2:2][C:3]1[N:8]=[C:7]([CH2:9][C:10]([CH3:13])([CH3:12])[CH3:11])[C:6]([C:14]2[CH:19]=[C:18]([O:20][CH3:21])[CH:17]=[CH:16][C:15]=2[F:22])=[CH:5][CH:4]=1.[F:23][C:24]1[CH:25]=[C:26]([CH2:31][CH2:32][C:33]([O:35][CH3:36])=[O:34])[CH:27]=[C:28]([OH:30])[CH:29]=1.C(=O)([O-])[O-].[Cs+].[Cs+].C(OCC)(=O)C. Product: [CH3:11][C:10]([CH3:13])([CH3:12])[CH2:9][C:7]1[N:8]=[C:3]([CH2:2][O:30][C:28]2[CH:27]=[C:26]([CH2:31][CH2:32][C:33]([O:35][CH3:36])=[O:34])[CH:25]=[C:24]([F:23])[CH:29]=2)[CH:4]=[CH:5][C:6]=1[C:14]1[CH:19]=[C:18]([O:20][CH3:21])[CH:17]=[CH:16][C:15]=1[F:22]. The catalyst class is: 10. (2) Reactant: [NH2:1][C:2]1[CH:3]=[C:4]2[C:9](=[CH:10][CH:11]=1)[N:8]=[CH:7][C:6]([C:12]#[N:13])=[C:5]2[NH:14][C:15]1[CH:20]=[CH:19][C:18]([F:21])=[C:17]([Cl:22])[CH:16]=1.[Br:23][C:24]1[N:29]=[C:28]([CH:30]=O)[CH:27]=[CH:26][CH:25]=1.[BH3-]C#N.[Na+]. Product: [Br:23][C:24]1[N:29]=[C:28]([CH2:30][NH:1][C:2]2[CH:3]=[C:4]3[C:9](=[CH:10][CH:11]=2)[N:8]=[CH:7][C:6]([C:12]#[N:13])=[C:5]3[NH:14][C:15]2[CH:20]=[CH:19][C:18]([F:21])=[C:17]([Cl:22])[CH:16]=2)[CH:27]=[CH:26][CH:25]=1. The catalyst class is: 14.